This data is from Forward reaction prediction with 1.9M reactions from USPTO patents (1976-2016). The task is: Predict the product of the given reaction. (1) Given the reactants [CH:1]1([CH:7]([NH:17][C:18]2[CH:27]=[CH:26][C:21]([C:22]([O:24]C)=[O:23])=[CH:20][CH:19]=2)[C:8]2[CH:12]=[C:11]([CH:13]=[O:14])[S:10][C:9]=2[CH2:15][CH3:16])[CH2:6][CH2:5][CH2:4][CH2:3][CH2:2]1.[CH:28]([Mg]Br)([CH3:30])[CH3:29].O1CCCC1.[Cl-].[NH4+].[OH-].[Na+], predict the reaction product. The product is: [CH:1]1([CH:7]([NH:17][C:18]2[CH:27]=[CH:26][C:21]([C:22]([OH:24])=[O:23])=[CH:20][CH:19]=2)[C:8]2[CH:12]=[C:11]([CH:13]([OH:14])[CH:28]([CH3:30])[CH3:29])[S:10][C:9]=2[CH2:15][CH3:16])[CH2:6][CH2:5][CH2:4][CH2:3][CH2:2]1. (2) Given the reactants [CH3:1][N:2]1[C:10]2[N:9]=[C:8]([N:11]3[CH2:16][CH2:15][CH2:14][C@@H:13]([NH:17][C:18]([O:20][C:21]([CH3:24])([CH3:23])[CH3:22])=[O:19])[CH2:12]3)[N:7]([CH2:25][C:26]#[C:27][CH3:28])[C:6]=2[C:5](=[O:29])[NH:4][C:3]1=[O:30].C(=O)([O-])[O-].[K+].[K+].Cl[CH2:38][C:39]1[N:48]=[C:47]([CH3:49])[C:46]2[C:41](=[CH:42][CH:43]=[CH:44][CH:45]=2)[N:40]=1.C1CCCCC1, predict the reaction product. The product is: [CH3:49][C:47]1[C:46]2[C:41](=[CH:42][CH:43]=[CH:44][CH:45]=2)[N:40]=[C:39]([CH2:38][N:4]2[C:5](=[O:29])[C:6]3[N:7]([CH2:25][C:26]#[C:27][CH3:28])[C:8]([N:11]4[CH2:16][CH2:15][CH2:14][C@@H:13]([NH:17][C:18]([O:20][C:21]([CH3:24])([CH3:22])[CH3:23])=[O:19])[CH2:12]4)=[N:9][C:10]=3[N:2]([CH3:1])[C:3]2=[O:30])[N:48]=1. (3) Given the reactants [NH2:1][CH:2]1[C:8](=[O:9])[N:7]2[CH:10]([C:14]([O:16][C:17]([CH3:20])([CH3:19])[CH3:18])=[O:15])[CH2:11][CH2:12][CH2:13][N:6]2[C:5](=[O:21])[CH2:4][CH2:3]1.C(N(C(C)C)CC)(C)C.[CH3:31][S:32](Cl)(=[O:34])=[O:33], predict the reaction product. The product is: [O:21]=[C:5]1[CH2:4][CH2:3][C@H:2]([NH:1][S:32]([CH3:31])(=[O:34])=[O:33])[C:8](=[O:9])[N:7]2[C@H:10]([C:14]([O:16][C:17]([CH3:18])([CH3:20])[CH3:19])=[O:15])[CH2:11][CH2:12][CH2:13][N:6]12. (4) The product is: [C:14]([NH:13][C:11]([C:10]1[C:4]2[C:5](=[N:6][CH:7]=[C:2]([NH:26][C:27]3[CH:28]=[C:29]([CH:33]([NH:35][C:36](=[O:42])[O:37][C:38]([CH3:41])([CH3:40])[CH3:39])[CH3:34])[CH:30]=[CH:31][CH:32]=3)[N:3]=2)[N:8]([CH2:18][O:19][CH2:20][CH2:21][Si:22]([CH3:25])([CH3:24])[CH3:23])[CH:9]=1)=[O:12])([CH3:17])([CH3:16])[CH3:15]. Given the reactants Br[C:2]1[N:3]=[C:4]2[C:10]([C:11]([NH:13][C:14]([CH3:17])([CH3:16])[CH3:15])=[O:12])=[CH:9][N:8]([CH2:18][O:19][CH2:20][CH2:21][Si:22]([CH3:25])([CH3:24])[CH3:23])[C:5]2=[N:6][CH:7]=1.[NH2:26][C:27]1[CH:28]=[C:29]([CH:33]([NH:35][C:36](=[O:42])[O:37][C:38]([CH3:41])([CH3:40])[CH3:39])[CH3:34])[CH:30]=[CH:31][CH:32]=1.CC1(C)C2C(=C(P(C3C=CC=CC=3)C3C=CC=CC=3)C=CC=2)OC2C(P(C3C=CC=CC=3)C3C=CC=CC=3)=CC=CC1=2.C(=O)([O-])[O-].[Cs+].[Cs+], predict the reaction product. (5) The product is: [OH:1][C:2]1[CH:9]=[CH:8][C:5]([CH:6]=[C:11]([C:10]([O:17][CH3:18])=[O:16])[C:12]([O:14][CH3:15])=[O:13])=[CH:4][CH:3]=1. Given the reactants [OH:1][C:2]1[CH:9]=[CH:8][C:5]([CH:6]=O)=[CH:4][CH:3]=1.[C:10]([O:17][CH3:18])(=[O:16])[CH2:11][C:12]([O:14][CH3:15])=[O:13].N1CCCCC1, predict the reaction product. (6) Given the reactants [C:1]([O:10][CH3:11])(=[O:9])[C:2]([CH2:4][C:5](OC)=[O:6])=[CH2:3].[CH2:12]([NH2:16])[CH:13]([CH3:15])[CH3:14], predict the reaction product. The product is: [CH2:12]([N:16]1[CH2:3][CH:2]([C:1]([O:10][CH3:11])=[O:9])[CH2:4][C:5]1=[O:6])[CH:13]([CH3:15])[CH3:14].